From a dataset of Catalyst prediction with 721,799 reactions and 888 catalyst types from USPTO. Predict which catalyst facilitates the given reaction. (1) Reactant: [CH3:1][C:2]([C:4]([O:6]CCO)=[O:5])=[CH2:3].[CH:10]1[C:15]([N:16]=[C:17]=[S:18])=[CH:14][C:13]2[C:19]([O:21][C:22]3([C:32]4[CH:33]=[CH:34][C:35]([OH:37])=[CH:36][C:31]=4[O:30][C:24]4[CH:25]=[C:26]([OH:29])[CH:27]=[CH:28][C:23]3=4)[C:12]=2[CH:11]=1)=[O:20]. Product: [C:4]([OH:6])(=[O:5])[C:2]([CH3:3])=[CH2:1].[CH:10]1[C:15]([N:16]=[C:17]=[S:18])=[CH:14][C:13]2[C:19]([O:21][C:22]3([C:23]4[CH:28]=[CH:27][C:26]([OH:29])=[CH:25][C:24]=4[O:30][C:31]4[CH:36]=[C:35]([OH:37])[CH:34]=[CH:33][C:32]3=4)[C:12]=2[CH:11]=1)=[O:20]. The catalyst class is: 6. (2) Reactant: [NH:1]1[C:9]2[C:4](=[N:5][C:6]([C:10](=[O:12])[CH3:11])=[CH:7][CH:8]=2)[CH:3]=[CH:2]1.[C:13](O[C:13]([O:15][C:16]([CH3:19])([CH3:18])[CH3:17])=[O:14])([O:15][C:16]([CH3:19])([CH3:18])[CH3:17])=[O:14]. Product: [C:10]([C:6]1[N:5]=[C:4]2[CH:3]=[CH:2][N:1]([C:13]([O:15][C:16]([CH3:19])([CH3:18])[CH3:17])=[O:14])[C:9]2=[CH:8][CH:7]=1)(=[O:12])[CH3:11]. The catalyst class is: 649.